This data is from Reaction yield outcomes from USPTO patents with 853,638 reactions. The task is: Predict the reaction yield, written as a fraction of the theoretical maximum amount of product (1.0 means a 100% yield; for example, 0.34 means a 34% yield). (1) The reactants are [Cl-].O[NH3+:3].[C:4](=[O:7])([O-])[OH:5].[Na+].CS(C)=O.[CH2:13]([C:17]1[N:18]=[C:19]([CH3:47])[N:20]([CH:39]([C:41]2[CH:46]=[CH:45][CH:44]=[CH:43][CH:42]=2)[CH3:40])[C:21](=[O:38])[C:22]=1[CH2:23][C:24]1[CH:29]=[CH:28][C:27]([C:30]2[C:31]([C:36]#[N:37])=[CH:32][CH:33]=[CH:34][CH:35]=2)=[CH:26][CH:25]=1)[CH2:14][CH2:15][CH3:16]. The catalyst is C(OCC)(=O)C. The product is [CH2:13]([C:17]1[N:18]=[C:19]([CH3:47])[N:20]([CH:39]([C:41]2[CH:42]=[CH:43][CH:44]=[CH:45][CH:46]=2)[CH3:40])[C:21](=[O:38])[C:22]=1[CH2:23][C:24]1[CH:29]=[CH:28][C:27]([C:30]2[CH:35]=[CH:34][CH:33]=[CH:32][C:31]=2[C:36]2[NH:3][C:4](=[O:7])[O:5][N:37]=2)=[CH:26][CH:25]=1)[CH2:14][CH2:15][CH3:16]. The yield is 0.260. (2) The reactants are [F:1][C:2]([F:28])([F:27])[C:3]1[CH:8]=[CH:7][C:6]([C:9]2[CH:14]=[CH:13][C:12]([O:15][CH:16]([C:18]3[CH:26]=[CH:25][C:21]([C:22]([OH:24])=O)=[CH:20][N:19]=3)[CH3:17])=[CH:11][CH:10]=2)=[CH:5][CH:4]=1.F[P-](F)(F)(F)(F)F.N1(OC(N(C)C)=[N+](C)C)C2N=CC=CC=2N=N1.Cl.[NH2:54][CH2:55][CH2:56][C:57]([O:59]C)=[O:58].CN1CCOCC1. The catalyst is CN(C)C=O.[Cl-].[NH4+]. The product is [F:28][C:2]([F:1])([F:27])[C:3]1[CH:4]=[CH:5][C:6]([C:9]2[CH:10]=[CH:11][C:12]([O:15][CH:16]([C:18]3[CH:26]=[CH:25][C:21]([C:22]([NH:54][CH2:55][CH2:56][C:57]([OH:59])=[O:58])=[O:24])=[CH:20][N:19]=3)[CH3:17])=[CH:13][CH:14]=2)=[CH:7][CH:8]=1. The yield is 0.340. (3) The reactants are [OH:1][C:2]([CH3:8])([CH3:7])[C:3]([O:5][CH3:6])=[O:4].[H-].[Na+].I[CH3:12]. The catalyst is CN(C=O)C.CCOC(C)=O. The product is [CH3:12][O:1][C:2]([CH3:8])([CH3:7])[C:3]([O:5][CH3:6])=[O:4]. The yield is 0.930. (4) The reactants are [Cl:1][C:2]1[CH:10]=[CH:9][C:8]([NH:11][C:12](=[O:20])[C:13]2[CH:18]=[CH:17][CH:16]=[C:15]([Cl:19])[CH:14]=2)=[CH:7][C:3]=1[C:4]([OH:6])=O.ClC1N=C(OC)N=C(OC)N=1.CN1CCOCC1.C(OC([N:46]1[CH2:51][CH2:50][CH:49]([S:52]([C:55]2[CH:60]=[CH:59][C:58]([NH:61][C:62]3[N:67]=[CH:66][C:65]([NH2:68])=[CH:64][N:63]=3)=[CH:57][CH:56]=2)(=[O:54])=[O:53])[CH2:48][CH2:47]1)=O)(C)(C)C.C(O)(C(F)(F)F)=O. The product is [Cl:1][C:2]1[CH:10]=[CH:9][C:8]([NH:11][C:12](=[O:20])[C:13]2[CH:18]=[CH:17][CH:16]=[C:15]([Cl:19])[CH:14]=2)=[CH:7][C:3]=1[C:4]([NH:68][C:65]1[CH:66]=[N:67][C:62]([NH:61][C:58]2[CH:59]=[CH:60][C:55]([S:52]([CH:49]3[CH2:50][CH2:51][NH:46][CH2:47][CH2:48]3)(=[O:53])=[O:54])=[CH:56][CH:57]=2)=[N:63][CH:64]=1)=[O:6]. The yield is 0.110. The catalyst is C(Cl)Cl. (5) The product is [CH3:13][C:14]1([CH3:49])[CH2:18][C:17]2[CH:19]=[C:20]([C:23]3[C:28](=[O:29])[N:27]([CH2:30][C:31]4[CH:36]=[CH:35][C:34]([C:37]5[CH:42]=[CH:41][CH:40]=[CH:39][C:38]=5[C:43]5[NH:3][C:4](=[O:7])[O:5][N:44]=5)=[CH:33][CH:32]=4)[C:26]([CH2:45][CH2:46][CH3:47])=[N:25][C:24]=3[CH3:48])[CH:21]=[CH:22][C:16]=2[O:15]1. The catalyst is O. The reactants are [Cl-].O[NH3+:3].[C:4](=[O:7])([O-])[OH:5].[Na+].CS(C)=O.[CH3:13][C:14]1([CH3:49])[CH2:18][C:17]2[CH:19]=[C:20]([C:23]3[C:28](=[O:29])[N:27]([CH2:30][C:31]4[CH:36]=[CH:35][C:34]([C:37]5[C:38]([C:43]#[N:44])=[CH:39][CH:40]=[CH:41][CH:42]=5)=[CH:33][CH:32]=4)[C:26]([CH2:45][CH2:46][CH3:47])=[N:25][C:24]=3[CH3:48])[CH:21]=[CH:22][C:16]=2[O:15]1. The yield is 0.160.